This data is from hERG Central: cardiac toxicity at 1µM, 10µM, and general inhibition. The task is: Predict hERG channel inhibition at various concentrations. The compound is O=C(CSc1ccccc1)N1CCCC(N2CCN(c3ccc(F)cc3)CC2)C1. Results: hERG_inhib (hERG inhibition (general)): blocker.